From a dataset of Catalyst prediction with 721,799 reactions and 888 catalyst types from USPTO. Predict which catalyst facilitates the given reaction. (1) Reactant: [NH2:1][C:2]1[C:7]([N+:8]([O-])=O)=[CH:6][CH:5]=[CH:4][C:3]=1[O:11][CH3:12]. Product: [NH2:1][C:2]1[C:7]([NH2:8])=[CH:6][CH:5]=[CH:4][C:3]=1[O:11][CH3:12]. The catalyst class is: 19. (2) Reactant: [Se:1]1[C:8]2[CH:7]=[C:6]([C:9]([O:11]C)=[O:10])[NH:5][C:4]=2[CH:3]=[CH:2]1.[OH-].[K+]. Product: [Se:1]1[C:8]2[CH:7]=[C:6]([C:9]([OH:11])=[O:10])[NH:5][C:4]=2[CH:3]=[CH:2]1. The catalyst class is: 20. (3) Reactant: [Br:1][C:2]1[CH:7]=[CH:6][C:5]([OH:8])=[C:4]([F:9])[CH:3]=1.[C:10]([O:14][C:15]([N:17]1[CH2:23][CH2:22][CH2:21][C@H:18]1[CH2:19]O)=[O:16])([CH3:13])([CH3:12])[CH3:11].CC(OC(/N=N/C(OC(C)C)=O)=O)C. Product: [Br:1][C:2]1[CH:7]=[CH:6][C:5]([O:8][CH2:19][CH:18]2[CH2:21][CH2:22][CH2:23][N:17]2[C:15]([O:14][C:10]([CH3:11])([CH3:13])[CH3:12])=[O:16])=[C:4]([F:9])[CH:3]=1. The catalyst class is: 1. (4) Reactant: C[O:2][C:3](=[O:39])[CH:4]([N:13]([C:36](=[O:38])[CH3:37])[CH:14]1[CH2:19][CH2:18][N:17]([CH2:20][C:21]2[CH:26]=[CH:25][CH:24]=[C:23]([O:27][C:28]3[CH:33]=[CH:32][CH:31]=[CH:30][C:29]=3[O:34][CH3:35])[CH:22]=2)[CH2:16][CH2:15]1)[CH2:5][C:6]1[CH:11]=[CH:10][C:9]([Cl:12])=[CH:8][CH:7]=1.[OH-].[Li+]. Product: [C:36]([N:13]([CH:14]1[CH2:19][CH2:18][N:17]([CH2:20][C:21]2[CH:26]=[CH:25][CH:24]=[C:23]([O:27][C:28]3[CH:33]=[CH:32][CH:31]=[CH:30][C:29]=3[O:34][CH3:35])[CH:22]=2)[CH2:16][CH2:15]1)[CH:4]([CH2:5][C:6]1[CH:7]=[CH:8][C:9]([Cl:12])=[CH:10][CH:11]=1)[C:3]([OH:39])=[O:2])(=[O:38])[CH3:37]. The catalyst class is: 20. (5) Reactant: [F:1][C:2]1[CH:3]=[C:4]([CH:8]([N:20]2[CH2:25][CH2:24][CH2:23][CH2:22][CH2:21]2)[C:9]([O:11][C@@H:12]2[CH:17]3[CH2:18][CH2:19][N:14]([CH2:15][CH2:16]3)[CH2:13]2)=[O:10])[CH:5]=[CH:6][CH:7]=1.[Br:26][CH2:27][C:28]([C:30]1[CH:35]=[CH:34][CH:33]=[CH:32][CH:31]=1)=[O:29]. Product: [Br-:26].[F:1][C:2]1[CH:3]=[C:4]([CH:8]([N:20]2[CH2:25][CH2:24][CH2:23][CH2:22][CH2:21]2)[C:9]([O:11][C@@H:12]2[CH:17]3[CH2:18][CH2:19][N+:14]([CH2:27][C:28](=[O:29])[C:30]4[CH:35]=[CH:34][CH:33]=[CH:32][CH:31]=4)([CH2:15][CH2:16]3)[CH2:13]2)=[O:10])[CH:5]=[CH:6][CH:7]=1. The catalyst class is: 10. (6) Reactant: [O:1]1[C:5]2[CH:6]=[CH:7][CH:8]=[CH:9][C:4]=2[C:3]([NH:10][C:11]2[CH:16]=[CH:15][CH:14]=[C:13]([NH2:17])[CH:12]=2)=[N:2]1.I.CS[C:21]([C:23]1[S:24][CH:25]=[CH:26][CH:27]=1)=[NH:22].C(OCC)(=O)C.C(=O)([O-])[O-].[K+].[K+]. Product: [O:1]1[C:5]2[CH:6]=[CH:7][CH:8]=[CH:9][C:4]=2[C:3]([NH:10][C:11]2[CH:12]=[C:13]([NH:17][C:21]([C:23]3[S:24][CH:25]=[CH:26][CH:27]=3)=[NH:22])[CH:14]=[CH:15][CH:16]=2)=[N:2]1. The catalyst class is: 8. (7) Reactant: [Br:1][C:2]1[CH:3]=[CH:4][C:5](I)=[N:6][CH:7]=1.[C:9]([O:17][CH2:18][CH3:19])(=[O:16])[CH2:10][C:11]([O:13][CH2:14][CH3:15])=[O:12].C([O-])([O-])=O.[Cs+].[Cs+].N1C=CC=CC=1C(O)=O. Product: [Br:1][C:2]1[CH:3]=[CH:4][C:5]([CH:10]([C:11]([O:13][CH2:14][CH3:15])=[O:12])[C:9]([O:17][CH2:18][CH3:19])=[O:16])=[N:6][CH:7]=1. The catalyst class is: 185. (8) Reactant: [CH3:1][O:2][C:3]1[CH:8]=[CH:7][C:6]([C:9]2[C:18]([C:19]3[CH:24]=[CH:23][CH:22]=[CH:21][CH:20]=3)=[CH:17][C:16]3[C:11](=[CH:12][C:13]([C:25]([O:27]C)=[O:26])=[CH:14][CH:15]=3)[N:10]=2)=[CH:5][CH:4]=1.[Li+].[OH-].CO. Product: [CH3:1][O:2][C:3]1[CH:4]=[CH:5][C:6]([C:9]2[C:18]([C:19]3[CH:24]=[CH:23][CH:22]=[CH:21][CH:20]=3)=[CH:17][C:16]3[C:11](=[CH:12][C:13]([C:25]([OH:27])=[O:26])=[CH:14][CH:15]=3)[N:10]=2)=[CH:7][CH:8]=1. The catalyst class is: 6. (9) Reactant: [C:1]([O:5][C:6]([NH:8][CH2:9][C@H:10]1[CH2:15][CH2:14][C@H:13]([C:16]([NH:18][C@H:19]([C:37](=[O:49])[NH:38][C:39]2[CH:48]=[CH:47][C:42]3[NH:43][C:44](=[O:46])[NH:45][C:41]=3[CH:40]=2)[CH2:20][C:21]2[CH:26]=[CH:25][C:24]([C:27]3[CH:32]=[CH:31][C:30]([C:33](O)=[O:34])=[CH:29][C:28]=3[Cl:36])=[CH:23][CH:22]=2)=[O:17])[CH2:12][CH2:11]1)=[O:7])([CH3:4])([CH3:3])[CH3:2].[CH:50]([NH2:53])([CH3:52])[CH3:51].C(N(CC)C(C)C)(C)C.F[P-](F)(F)(F)(F)F.CN(C(ON1C2=NC=CC=C2N=N1)=[N+](C)C)C. Product: [Cl:36][C:28]1[CH:29]=[C:30]([C:33](=[O:34])[NH:53][CH:50]([CH3:52])[CH3:51])[CH:31]=[CH:32][C:27]=1[C:24]1[CH:23]=[CH:22][C:21]([CH2:20][C@H:19]([NH:18][C:16]([C@H:13]2[CH2:12][CH2:11][C@H:10]([CH2:9][NH:8][C:6](=[O:7])[O:5][C:1]([CH3:3])([CH3:2])[CH3:4])[CH2:15][CH2:14]2)=[O:17])[C:37](=[O:49])[NH:38][C:39]2[CH:48]=[CH:47][C:42]3[NH:43][C:44](=[O:46])[NH:45][C:41]=3[CH:40]=2)=[CH:26][CH:25]=1. The catalyst class is: 35. (10) Reactant: [Cl:1][C:2]1[N:10]=[C:9]2[C:5]([NH:6][CH:7]=[N:8]2)=[C:4]([Cl:11])[N:3]=1.[H-].[Na+].CN(C)C=O.[CH3:19][Si:20]([CH3:27])([CH3:26])[CH2:21][CH2:22][O:23][CH2:24]Cl. Product: [Cl:1][C:2]1[N:10]=[C:9]2[C:5]([N:6]=[CH:7][N:8]2[CH2:24][O:23][CH2:22][CH2:21][Si:20]([CH3:27])([CH3:26])[CH3:19])=[C:4]([Cl:11])[N:3]=1. The catalyst class is: 6.